This data is from Peptide-MHC class II binding affinity with 134,281 pairs from IEDB. The task is: Regression. Given a peptide amino acid sequence and an MHC pseudo amino acid sequence, predict their binding affinity value. This is MHC class II binding data. (1) The peptide sequence is DANNYEQQEQASQQI. The MHC is HLA-DPA10103-DPB10401 with pseudo-sequence HLA-DPA10103-DPB10401. The binding affinity (normalized) is 0. (2) The peptide sequence is KFITHSVTFSEINKA. The MHC is DRB1_1201 with pseudo-sequence DRB1_1201. The binding affinity (normalized) is 0.287. (3) The peptide sequence is MYLGTCKTLTPLMSS. The MHC is HLA-DPA10201-DPB10501 with pseudo-sequence HLA-DPA10201-DPB10501. The binding affinity (normalized) is 0.365. (4) The peptide sequence is EIYKRWIIMG. The MHC is DRB5_0101 with pseudo-sequence DRB5_0101. The binding affinity (normalized) is 0.289. (5) The peptide sequence is AALAAAAGVPPADKY. The MHC is DRB1_0401 with pseudo-sequence DRB1_0401. The binding affinity (normalized) is 0.536. (6) The MHC is DRB1_1301 with pseudo-sequence DRB1_1301. The peptide sequence is YGIFQSTFLGASQRG. The binding affinity (normalized) is 0.469. (7) The binding affinity (normalized) is 0.183. The peptide sequence is RLIAFTSEHSHF. The MHC is DRB1_0301 with pseudo-sequence DRB1_0301. (8) The peptide sequence is INKPTAAAIAYGLDR. The MHC is HLA-DQA10102-DQB10602 with pseudo-sequence HLA-DQA10102-DQB10602. The binding affinity (normalized) is 0.822. (9) The binding affinity (normalized) is 0.585. The peptide sequence is YEYKVQQAMSNLVLG. The MHC is DRB1_0404 with pseudo-sequence DRB1_0404.